This data is from NCI-60 drug combinations with 297,098 pairs across 59 cell lines. The task is: Regression. Given two drug SMILES strings and cell line genomic features, predict the synergy score measuring deviation from expected non-interaction effect. (1) Synergy scores: CSS=9.68, Synergy_ZIP=0.369, Synergy_Bliss=5.66, Synergy_Loewe=3.82, Synergy_HSA=3.41. Drug 2: CC1=C(N=C(N=C1N)C(CC(=O)N)NCC(C(=O)N)N)C(=O)NC(C(C2=CN=CN2)OC3C(C(C(C(O3)CO)O)O)OC4C(C(C(C(O4)CO)O)OC(=O)N)O)C(=O)NC(C)C(C(C)C(=O)NC(C(C)O)C(=O)NCCC5=NC(=CS5)C6=NC(=CS6)C(=O)NCCC[S+](C)C)O. Drug 1: CN1CCC(CC1)COC2=C(C=C3C(=C2)N=CN=C3NC4=C(C=C(C=C4)Br)F)OC. Cell line: HT29. (2) Drug 1: CC(CN1CC(=O)NC(=O)C1)N2CC(=O)NC(=O)C2. Drug 2: CCC1(CC2CC(C3=C(CCN(C2)C1)C4=CC=CC=C4N3)(C5=C(C=C6C(=C5)C78CCN9C7C(C=CC9)(C(C(C8N6C)(C(=O)OC)O)OC(=O)C)CC)OC)C(=O)OC)O.OS(=O)(=O)O. Cell line: SNB-75. Synergy scores: CSS=22.9, Synergy_ZIP=-5.97, Synergy_Bliss=1.42, Synergy_Loewe=-30.2, Synergy_HSA=2.16. (3) Drug 1: CC12CCC3C(C1CCC2=O)CC(=C)C4=CC(=O)C=CC34C. Drug 2: C1C(C(OC1N2C=NC3=C(N=C(N=C32)Cl)N)CO)O. Cell line: 786-0. Synergy scores: CSS=60.4, Synergy_ZIP=-0.198, Synergy_Bliss=-0.213, Synergy_Loewe=-2.73, Synergy_HSA=-0.877. (4) Drug 1: C1=CN(C(=O)N=C1N)C2C(C(C(O2)CO)O)O.Cl. Drug 2: COC1=NC(=NC2=C1N=CN2C3C(C(C(O3)CO)O)O)N. Cell line: NCI-H460. Synergy scores: CSS=25.4, Synergy_ZIP=-0.181, Synergy_Bliss=-2.91, Synergy_Loewe=-46.2, Synergy_HSA=-5.50. (5) Drug 1: C1CCC(CC1)NC(=O)N(CCCl)N=O. Drug 2: CS(=O)(=O)CCNCC1=CC=C(O1)C2=CC3=C(C=C2)N=CN=C3NC4=CC(=C(C=C4)OCC5=CC(=CC=C5)F)Cl. Cell line: HL-60(TB). Synergy scores: CSS=24.0, Synergy_ZIP=11.9, Synergy_Bliss=13.2, Synergy_Loewe=3.19, Synergy_HSA=6.84. (6) Drug 1: C1CN1C2=NC(=NC(=N2)N3CC3)N4CC4. Drug 2: C1CC(=O)NC(=O)C1N2C(=O)C3=CC=CC=C3C2=O. Cell line: OVCAR-5. Synergy scores: CSS=15.1, Synergy_ZIP=-8.32, Synergy_Bliss=1.27, Synergy_Loewe=-17.5, Synergy_HSA=0.404. (7) Drug 1: C1=NC2=C(N=C(N=C2N1C3C(C(C(O3)CO)O)O)F)N. Drug 2: C1CNP(=O)(OC1)N(CCCl)CCCl. Cell line: MDA-MB-435. Synergy scores: CSS=4.82, Synergy_ZIP=-5.26, Synergy_Bliss=-3.87, Synergy_Loewe=-2.63, Synergy_HSA=-2.63.